Dataset: Forward reaction prediction with 1.9M reactions from USPTO patents (1976-2016). Task: Predict the product of the given reaction. (1) Given the reactants [NH:1]1[C:5]2(CCCCC2)[CH:4]=CS1(=O)=O.Br[CH2:14][C:15]1[CH:20]=[CH:19][C:18]([C:21]2[S:22](=[O:33])(=[O:32])[NH:23][C:24]3([CH2:31][CH2:30][CH2:29][CH2:28][CH2:27]3)[C:25]=2[CH3:26])=[CH:17][CH:16]=1.C(N)C, predict the reaction product. The product is: [CH2:5]([NH:1][CH2:26][C:25]1[C:24]2([CH2:31][CH2:30][CH2:29][CH2:28][CH2:27]2)[NH:23][S:22](=[O:33])(=[O:32])[C:21]=1[C:18]1[CH:19]=[CH:20][C:15]([CH3:14])=[CH:16][CH:17]=1)[CH3:4]. (2) The product is: [OH-:23].[NH4+:2].[CH3:40][O:39][C:33]1[CH:32]=[C:31]([CH:36]=[CH:35][C:34]=1[O:37][CH3:38])[O:30][CH:9]([C:6]1[CH:5]=[CH:4][C:3]([C:1]#[N:2])=[CH:8][CH:7]=1)[CH2:10][CH2:11][CH2:12][N:13]1[CH2:19][CH:18]2[CH:20]([NH:21][CH3:22])[CH:15]([CH2:16][CH2:17]2)[CH2:14]1. Given the reactants [C:1]([C:3]1[CH:8]=[CH:7][C:6]([CH:9]([O:30][C:31]2[CH:36]=[CH:35][C:34]([O:37][CH3:38])=[C:33]([O:39][CH3:40])[CH:32]=2)[CH2:10][CH2:11][CH2:12][N:13]2[CH2:19][CH:18]3[CH:20]([N:21](C)[C:22](=O)[O:23]C(C)(C)C)[CH:15]([CH2:16][CH2:17]3)[CH2:14]2)=[CH:5][CH:4]=1)#[N:2].Cl, predict the reaction product. (3) Given the reactants [CH3:1][O:2][C:3]1[CH:4]=[C:5]2[C:8](=[CH:9][C:10]=1[O:11][CH3:12])[C@@H:7]([CH2:13][NH:14][CH3:15])[CH2:6]2.[CH3:16][O:17][C:18]1[C:19]([O:35][CH3:36])=[CH:20][C:21]2NC[CH:25](C(=O)CCC=O)[CH2:24][CH2:23][C:22]=2[CH:34]=1.C(O[BH-](O[C:47](=[O:49])[CH3:48])OC(=O)C)(=O)C.[Na+].[OH-].[Na+].[Cl:53]CCl, predict the reaction product. The product is: [ClH:53].[CH3:16][O:17][C:18]1[CH:34]=[C:22]2[C:21](=[CH:20][C:19]=1[O:35][CH3:36])[C@@H:24]([CH2:25][N:14]([CH3:15])[CH2:13][CH2:7][CH:48]([N:14]1[CH2:15][CH2:6][C:5]3[CH:4]=[C:3]([O:2][CH3:1])[C:10]([O:11][CH3:12])=[CH:9][C:8]=3[CH2:7][CH2:13]1)[CH:47]=[O:49])[CH2:23]2. (4) Given the reactants [NH2:1][CH2:2][CH:3]1[CH2:8][CH2:7][N:6]([C:9]2[C:10]3[CH:33]=[CH:32][N:31](S(C4C=CC(C)=CC=4)(=O)=O)[C:11]=3[N:12]=[C:13]([NH:15][C:16]3[CH:21]=[CH:20][C:19]([N:22]4[CH2:27][CH2:26][N:25]([C:28](=[O:30])[CH3:29])[CH2:24][CH2:23]4)=[CH:18][CH:17]=3)[N:14]=2)[CH2:5][CH2:4]1.[OH-].[K+], predict the reaction product. The product is: [NH2:1][CH2:2][CH:3]1[CH2:8][CH2:7][N:6]([C:9]2[C:10]3[CH:33]=[CH:32][NH:31][C:11]=3[N:12]=[C:13]([NH:15][C:16]3[CH:17]=[CH:18][C:19]([N:22]4[CH2:27][CH2:26][NH:25][CH2:24][CH2:23]4)=[CH:20][CH:21]=3)[N:14]=2)[CH2:5][CH2:4]1.[NH2:1][CH2:2][CH:3]1[CH2:8][CH2:7][N:6]([C:9]2[C:10]3[CH:33]=[CH:32][NH:31][C:11]=3[N:12]=[C:13]([NH:15][C:16]3[CH:17]=[CH:18][C:19]([N:22]4[CH2:23][CH2:24][N:25]([C:28](=[O:30])[CH3:29])[CH2:26][CH2:27]4)=[CH:20][CH:21]=3)[N:14]=2)[CH2:5][CH2:4]1. (5) Given the reactants [CH3:1][O:2][C:3]1[C:8]([O:9][CH3:10])=[CH:7][CH:6]=[CH:5][C:4]=1[C:11]1[CH:18]=[CH:17][C:14]([C:15]#[N:16])=[C:13]([NH:19][CH:20]2[CH2:25][CH2:24][CH:23]([OH:26])[CH2:22][CH2:21]2)[CH:12]=1.C([OH:29])C.OO.[OH-].[Na+], predict the reaction product. The product is: [CH3:1][O:2][C:3]1[C:8]([O:9][CH3:10])=[CH:7][CH:6]=[CH:5][C:4]=1[C:11]1[CH:18]=[CH:17][C:14]([C:15]([NH2:16])=[O:29])=[C:13]([NH:19][CH:20]2[CH2:21][CH2:22][CH:23]([OH:26])[CH2:24][CH2:25]2)[CH:12]=1. (6) Given the reactants [CH3:1][O:2][C:3]1[CH:4]=[C:5](/[CH:15]=[CH:16]/[C:17]([OH:19])=O)[CH:6]=[CH:7][C:8]=1[N:9]1[CH:13]=[C:12]([CH3:14])[N:11]=[CH:10]1.Cl.[C:21]1([C:27]2[CH:28]=[C:29]([CH:32]=[CH:33][CH:34]=2)[CH2:30][NH2:31])[CH:26]=[CH:25][CH:24]=[CH:23][CH:22]=1.C(N(C(C)C)CC)(C)C.C1C=CC2N(O)N=NC=2C=1, predict the reaction product. The product is: [C:27]1([C:21]2[CH:26]=[CH:25][CH:24]=[CH:23][CH:22]=2)[CH:34]=[CH:33][CH:32]=[C:29]([CH2:30][NH:31][C:17](=[O:19])/[CH:16]=[CH:15]/[C:5]2[CH:6]=[CH:7][C:8]([N:9]3[CH:13]=[C:12]([CH3:14])[N:11]=[CH:10]3)=[C:3]([O:2][CH3:1])[CH:4]=2)[CH:28]=1.